Task: Predict which catalyst facilitates the given reaction.. Dataset: Catalyst prediction with 721,799 reactions and 888 catalyst types from USPTO (1) Reactant: [CH3:1][C@H:2]1[CH2:7][NH:6][CH2:5][CH2:4][NH:3]1.[Li]CCCC.CC([Si](Cl)(C)C)(C)C.[CH3:21][C:22]([O:25][C:26](O[C:26]([O:25][C:22]([CH3:24])([CH3:23])[CH3:21])=[O:27])=[O:27])([CH3:24])[CH3:23]. Product: [CH3:1][C@H:2]1[CH2:7][NH:6][CH2:5][CH2:4][N:3]1[C:26]([O:25][C:22]([CH3:24])([CH3:23])[CH3:21])=[O:27]. The catalyst class is: 20. (2) Reactant: [NH2:1][C:2]1[S:6][C:5](C)=[N:4][C:3]=1[C:8]([O:10][CH2:11][CH3:12])=[O:9].[Cl:13][C:14]([Cl:21])([Cl:20])[C:15]([N:17]=[C:18]=[O:19])=[O:16]. Product: [CH2:11]([O:10][C:8]([C:3]1[N:4]=[CH:5][S:6][C:2]=1[NH:1][C:18]([NH:17][C:15](=[O:16])[C:14]([Cl:21])([Cl:20])[Cl:13])=[O:19])=[O:9])[CH3:12]. The catalyst class is: 1. (3) Reactant: [C:1]([C:5]1[CH:26]=[CH:25][C:8]([CH2:9][NH:10][C:11](=[O:24])[CH:12]([OH:23])[C:13]2[CH:22]=[CH:21][CH:20]=[C:19]3[C:14]=2[CH:15]=[CH:16][N:17]=[CH:18]3)=[CH:7][CH:6]=1)([CH3:4])([CH3:3])[CH3:2].[CH3:27][S:28](Cl)(=[O:30])=[O:29]. Product: [CH3:27][S:28]([O:23][CH:12]([C:13]1[CH:22]=[CH:21][CH:20]=[C:19]2[C:14]=1[CH:15]=[CH:16][N:17]=[CH:18]2)[C:11]([NH:10][CH2:9][C:8]1[CH:7]=[CH:6][C:5]([C:1]([CH3:4])([CH3:2])[CH3:3])=[CH:26][CH:25]=1)=[O:24])(=[O:30])=[O:29]. The catalyst class is: 17. (4) Reactant: C(O[C:6]([N:8]1[CH2:13][CH2:12][C:11]2[N:14]([CH2:25][CH2:26][CH2:27]O)[N:15]=[C:16]([C:17]3[CH:22]=[CH:21][C:20]([Cl:23])=[C:19](I)[CH:18]=3)[C:10]=2[CH2:9]1)=[O:7])(C)(C)C.C(OC(N1CCC2N[N:43]=[C:44]([C:45]3[CH:50]=[CH:49][C:48]([Cl:51])=[C:47](I)[CH:46]=3)C=2C1)=O)(C)(C)C.[C:53]([O-:56])([O-])=O.[Cs+].[Cs+].Br[CH2:60][CH2:61][CH2:62]O. Product: [Cl:23][C:20]1[CH:21]=[CH:22][C:17]([C:16]2[C:10]3[CH2:9][N:8]([C:6](=[O:7])[C:6]([NH2:8])=[O:7])[CH2:13][CH2:12][C:11]=3[N:14]([CH2:25][CH2:26][CH2:27][N:14]3[CH2:25][CH2:53][O:56][CH2:10][CH2:11]3)[N:15]=2)=[CH:18][C:19]=1[C:21]#[C:22][C:17]1[CH:16]=[CH:62][C:61]([CH2:60][NH:43][CH2:44][C:45]2[CH:46]=[CH:47][C:48]([Cl:51])=[CH:49][CH:50]=2)=[CH:19][CH:18]=1. The catalyst class is: 18. (5) Reactant: [F:1][C:2]1[CH:7]=[CH:6][C:5]([N:8]2[C:12]([C:13]3[CH:23]=[CH:22][C:16]4[O:17][CH2:18][C:19](=[O:21])[NH:20][C:15]=4[CH:14]=3)=[CH:11][C:10]([C:24]([O:26]CC)=[O:25])=[N:9]2)=[CH:4][CH:3]=1.[OH-].[Na+].Cl. Product: [F:1][C:2]1[CH:7]=[CH:6][C:5]([N:8]2[C:12]([C:13]3[CH:23]=[CH:22][C:16]4[O:17][CH2:18][C:19](=[O:21])[NH:20][C:15]=4[CH:14]=3)=[CH:11][C:10]([C:24]([OH:26])=[O:25])=[N:9]2)=[CH:4][CH:3]=1. The catalyst class is: 1. (6) Reactant: Cl[CH2:2][S:3]([C:6]1[CH:11]=[CH:10][CH:9]=[CH:8][CH:7]=1)(=[O:5])=[O:4].[F:12][C:13]1[CH:18]=[CH:17][C:16]([N+:19]([O-:21])=[O:20])=[CH:15][CH:14]=1.CC(C)([O-])C.[K+].C(O)(=O)C. Product: [C:6]1([S:3]([CH2:2][C:17]2[CH:18]=[C:13]([F:12])[CH:14]=[CH:15][C:16]=2[N+:19]([O-:21])=[O:20])(=[O:5])=[O:4])[CH:11]=[CH:10][CH:9]=[CH:8][CH:7]=1. The catalyst class is: 1.